This data is from Forward reaction prediction with 1.9M reactions from USPTO patents (1976-2016). The task is: Predict the product of the given reaction. Given the reactants [NH2:1][C@H:2]([C@H:8]([C:10]1[CH:15]=[CH:14][C:13]([S:16]([CH3:19])(=[O:18])=[O:17])=[CH:12][CH:11]=1)[OH:9])[C:3]([O:5][CH2:6][CH3:7])=[O:4].C(N(CC)CC)C.[Cl:27][CH:28]([Cl:32])[C:29](Cl)=[O:30], predict the reaction product. The product is: [Cl:27][CH:28]([Cl:32])[C:29]([NH:1][C@H:2]([C@H:8]([C:10]1[CH:11]=[CH:12][C:13]([S:16]([CH3:19])(=[O:18])=[O:17])=[CH:14][CH:15]=1)[OH:9])[C:3]([O:5][CH2:6][CH3:7])=[O:4])=[O:30].